Dataset: Catalyst prediction with 721,799 reactions and 888 catalyst types from USPTO. Task: Predict which catalyst facilitates the given reaction. (1) Reactant: Cl[C:2]1[C:11]2[C:6](=[CH:7][N:8]=[C:9]([F:12])[CH:10]=2)[N:5]=[CH:4][C:3]=1[C:13]#[N:14].[Br:15][C:16]1[CH:17]=[C:18]([CH:20]=[CH:21][CH:22]=1)[NH2:19]. Product: [Br:15][C:16]1[CH:17]=[C:18]([NH:19][C:2]2[C:11]3[C:6](=[CH:7][N:8]=[C:9]([F:12])[CH:10]=3)[N:5]=[CH:4][C:3]=2[C:13]#[N:14])[CH:20]=[CH:21][CH:22]=1. The catalyst class is: 8. (2) Reactant: Cl[C:2]1[C:3]2[N:10]([CH3:11])[CH:9]=[CH:8][C:4]=2[N:5]=[CH:6][N:7]=1.[Cl:12][C:13]1[CH:14]=[C:15]([CH:17]=[CH:18][C:19]=1[O:20][C:21]1[CH:22]=[CH:23][C:24]2[N:25]([N:27]=[CH:28][CH:29]=2)[CH:26]=1)[NH2:16].Cl.N1C=CC=CC=1.C(=O)([O-])O.[Na+]. Product: [Cl:12][C:13]1[CH:14]=[C:15]([NH:16][C:2]2[C:3]3[N:10]([CH3:11])[CH:9]=[CH:8][C:4]=3[N:5]=[CH:6][N:7]=2)[CH:17]=[CH:18][C:19]=1[O:20][C:21]1[CH:22]=[CH:23][C:24]2[N:25]([N:27]=[CH:28][CH:29]=2)[CH:26]=1. The catalyst class is: 32. (3) Reactant: [N+:1]([C:4]1[C:5]([O:18][CH3:19])=[C:6]([C:10]2[CH:11]=[C:12]([C:15]([OH:17])=[O:16])[NH:13][CH:14]=2)[CH:7]=[CH:8][CH:9]=1)([O-])=O.C([O-])=O.[NH4+]. Product: [NH2:1][C:4]1[C:5]([O:18][CH3:19])=[C:6]([C:10]2[CH:11]=[C:12]([C:15]([OH:17])=[O:16])[NH:13][CH:14]=2)[CH:7]=[CH:8][CH:9]=1. The catalyst class is: 78. (4) Reactant: [F:1][C:2]1[CH:38]=[CH:37][C:5]([CH2:6][N:7]2[CH2:12][CH:11]([CH2:13][CH:14]=[C:15]([CH3:17])[CH3:16])[C:10]([OH:18])=[C:9]([C:19]3[NH:24][C:23]4[CH:25]=[CH:26][C:27]([NH:29][S:30]([CH3:33])(=[O:32])=[O:31])=[CH:28][C:22]=4[S:21](=[O:35])(=[O:34])[N:20]=3)[C:8]2=[O:36])=[CH:4][CH:3]=1. Product: [F:1][C:2]1[CH:38]=[CH:37][C:5]([CH2:6][N:7]2[CH2:12][CH:11]([CH2:13][CH2:14][CH:15]([CH3:17])[CH3:16])[C:10]([OH:18])=[C:9]([C:19]3[NH:24][C:23]4[CH:25]=[CH:26][C:27]([NH:29][S:30]([CH3:33])(=[O:31])=[O:32])=[CH:28][C:22]=4[S:21](=[O:34])(=[O:35])[N:20]=3)[C:8]2=[O:36])=[CH:4][CH:3]=1. The catalyst class is: 78.